Task: Predict the product of the given reaction.. Dataset: Forward reaction prediction with 1.9M reactions from USPTO patents (1976-2016) Given the reactants [H-].[H-].[H-].[H-].[Li+].[Al+3].Cl[C:8]1[S:12][C:11]([CH2:13][O:14][C:15]2[CH:20]=[CH:19][C:18]([CH2:21][CH2:22][C:23](OCC)=[O:24])=[C:17]([F:28])[C:16]=2[F:29])=[C:10]([C:30]2[CH:35]=[CH:34][C:33]([CH2:36][CH3:37])=[CH:32][CH:31]=2)[CH:9]=1, predict the reaction product. The product is: [CH2:36]([C:33]1[CH:32]=[CH:31][C:30]([C:10]2[CH:9]=[CH:8][S:12][C:11]=2[CH2:13][O:14][C:15]2[CH:20]=[CH:19][C:18]([CH2:21][CH2:22][CH2:23][OH:24])=[C:17]([F:28])[C:16]=2[F:29])=[CH:35][CH:34]=1)[CH3:37].